This data is from Forward reaction prediction with 1.9M reactions from USPTO patents (1976-2016). The task is: Predict the product of the given reaction. (1) Given the reactants [CH:1]1([C:7]([NH:9][C:10]2[CH:11]=[CH:12][C:13]([CH3:25])=[C:14]([C:16]3[CH:21]=[CH:20][C:19]([C:22](O)=[O:23])=[CH:18][CH:17]=3)[CH:15]=2)=[O:8])[CH2:6][CH2:5][CH2:4][CH2:3][CH2:2]1.[O:26]=[S:27]1(=[O:42])[CH2:32][CH2:31][N:30]([CH2:33][CH2:34][C:35]2[CH:40]=[CH:39][C:38]([NH2:41])=[CH:37][CH:36]=2)[CH2:29][CH2:28]1.CCN=C=NCCCN(C)C.C1C=CC2N(O)N=NC=2C=1.CN1CCOCC1, predict the reaction product. The product is: [O:42]=[S:27]1(=[O:26])[CH2:28][CH2:29][N:30]([CH2:33][CH2:34][C:35]2[CH:40]=[CH:39][C:38]([NH:41][C:22]([C:19]3[CH:20]=[CH:21][C:16]([C:14]4[CH:15]=[C:10]([NH:9][C:7]([CH:1]5[CH2:6][CH2:5][CH2:4][CH2:3][CH2:2]5)=[O:8])[CH:11]=[CH:12][C:13]=4[CH3:25])=[CH:17][CH:18]=3)=[O:23])=[CH:37][CH:36]=2)[CH2:31][CH2:32]1. (2) Given the reactants [N:1]1[CH:6]=[CH:5][CH:4]=[CH:3][C:2]=1[CH:7]=O.FC(F)(F)C(O)=O.[C:16]12([CH2:26][C:27]([NH:29][C:30]3[CH:39]=[CH:38][CH:37]=[C:36]4[C:31]=3[CH:32]=[CH:33][C:34]([NH:40][CH2:41][CH2:42][CH2:43][NH2:44])=[N:35]4)=[O:28])[CH2:25][CH:20]3[CH2:21][CH:22]([CH2:24][CH:18]([CH2:19]3)[CH2:17]1)[CH2:23]2.C(O[BH-](OC(=O)C)OC(=O)C)(=O)C.[Na+], predict the reaction product. The product is: [C:16]12([CH2:26][C:27]([NH:29][C:30]3[CH:39]=[CH:38][CH:37]=[C:36]4[C:31]=3[CH:32]=[CH:33][C:34]([NH:40][CH2:41][CH2:42][CH2:43][NH:44][CH2:7][C:2]3[CH:3]=[CH:4][CH:5]=[CH:6][N:1]=3)=[N:35]4)=[O:28])[CH2:25][CH:20]3[CH2:19][CH:18]([CH2:24][CH:22]([CH2:21]3)[CH2:23]1)[CH2:17]2. (3) The product is: [Br:1][C:2]1[CH:13]=[CH:12][C:5]2[N:6]=[C:7]([CH2:9][CH2:10][O:11][S:14]([CH3:17])(=[O:16])=[O:15])[S:8][C:4]=2[CH:3]=1. Given the reactants [Br:1][C:2]1[CH:13]=[CH:12][C:5]2[N:6]=[C:7]([CH2:9][CH2:10][OH:11])[S:8][C:4]=2[CH:3]=1.[S:14](Cl)([CH3:17])(=[O:16])=[O:15], predict the reaction product.